Dataset: Peptide-MHC class I binding affinity with 185,985 pairs from IEDB/IMGT. Task: Regression. Given a peptide amino acid sequence and an MHC pseudo amino acid sequence, predict their binding affinity value. This is MHC class I binding data. The peptide sequence is VLYDEFVTI. The MHC is HLA-A33:01 with pseudo-sequence HLA-A33:01. The binding affinity (normalized) is 0.